Predict the product of the given reaction. From a dataset of Forward reaction prediction with 1.9M reactions from USPTO patents (1976-2016). (1) Given the reactants [C:1]([O:5][C:6]([N:8]1[CH2:13][CH2:12][N:11]([C:14]2[S:15][C:16]([C:32]([O:34]CC)=[O:33])=[C:17]([C:19]3[CH:24]=[CH:23][C:22]([O:25][C:26]4[CH:31]=[CH:30][CH:29]=[CH:28][CH:27]=4)=[CH:21][CH:20]=3)[N:18]=2)[CH2:10][CH2:9]1)=[O:7])([CH3:4])([CH3:3])[CH3:2].O.CO.[OH-].[Li+], predict the reaction product. The product is: [C:1]([O:5][C:6]([N:8]1[CH2:9][CH2:10][N:11]([C:14]2[S:15][C:16]([C:32]([OH:34])=[O:33])=[C:17]([C:19]3[CH:24]=[CH:23][C:22]([O:25][C:26]4[CH:31]=[CH:30][CH:29]=[CH:28][CH:27]=4)=[CH:21][CH:20]=3)[N:18]=2)[CH2:12][CH2:13]1)=[O:7])([CH3:4])([CH3:2])[CH3:3]. (2) Given the reactants [Cl:1][C:2]1[CH:13]=[CH:12][C:5]([C:6](N(OC)C)=[O:7])=[CH:4][CH:3]=1.[CH2:14]([Mg]Br)[CH3:15], predict the reaction product. The product is: [Cl:1][C:2]1[CH:13]=[CH:12][C:5]([C:6](=[O:7])[CH2:14][CH3:15])=[CH:4][CH:3]=1. (3) Given the reactants [OH:1][CH2:2][CH2:3][NH:4][C:5](=[O:11])[O:6][C:7]([CH3:10])([CH3:9])[CH3:8].[OH-].[Na+].[CH2:14](Br)[C:15]1[CH:20]=[CH:19][CH:18]=[CH:17][CH:16]=1, predict the reaction product. The product is: [CH2:14]([O:1][CH2:2][CH2:3][NH:4][C:5](=[O:11])[O:6][C:7]([CH3:8])([CH3:10])[CH3:9])[C:15]1[CH:20]=[CH:19][CH:18]=[CH:17][CH:16]=1. (4) Given the reactants F[C:2]1[CH:9]=[CH:8][C:7]([F:10])=[CH:6][C:3]=1[C:4]#[N:5].ClC1C=[CH:14][C:15]([S:20]CC)=C(C=1)C#N, predict the reaction product. The product is: [CH2:15]([S:20][C:2]1[CH:9]=[CH:8][C:7]([F:10])=[CH:6][C:3]=1[CH2:4][NH2:5])[CH3:14].